The task is: Predict the product of the given reaction.. This data is from Forward reaction prediction with 1.9M reactions from USPTO patents (1976-2016). (1) Given the reactants Br[C:2]1[N:3]=[C:4]2[CH:10]=[CH:9][NH:8][C:5]2=[N:6][CH:7]=1.[CH3:11][O:12][C:13]1[CH:14]=[C:15](B(O)O)[CH:16]=[C:17]([O:21][CH3:22])[C:18]=1[O:19][CH3:20].C([O-])([O-])=O.[K+].[K+].O1CCOCC1, predict the reaction product. The product is: [CH3:22][O:21][C:17]1[CH:16]=[C:15]([C:2]2[N:3]=[C:4]3[CH:10]=[CH:9][NH:8][C:5]3=[N:6][CH:7]=2)[CH:14]=[C:13]([O:12][CH3:11])[C:18]=1[O:19][CH3:20]. (2) Given the reactants Br[C:2]1[CH:3]=[C:4]([CH:6]=[CH:7][CH:8]=1)[NH2:5].[CH3:9][C:10]1[CH:11]=[C:12](B(O)O)[CH:13]=[C:14]([CH3:16])[CH:15]=1.[F-].[Cs+], predict the reaction product. The product is: [CH3:9][C:10]1[CH:11]=[C:12]([C:2]2[CH:3]=[C:4]([CH:6]=[CH:7][CH:8]=2)[NH2:5])[CH:13]=[C:14]([CH3:16])[CH:15]=1. (3) The product is: [F:1][C:2]1[CH:33]=[C:32]([F:34])[CH:31]=[CH:30][C:3]=1[C:4]([NH:6][C:7]1[CH:29]=[CH:28][C:10]([CH2:11][N:12]2[C:20]3[C:15](=[CH:16][CH:17]=[C:18]([F:21])[CH:19]=3)[C:14]([CH2:22][C:23]([OH:25])=[O:24])=[N:13]2)=[CH:9][CH:8]=1)=[O:5]. Given the reactants [F:1][C:2]1[CH:33]=[C:32]([F:34])[CH:31]=[CH:30][C:3]=1[C:4]([NH:6][C:7]1[CH:29]=[CH:28][C:10]([CH2:11][N:12]2[C:20]3[C:15](=[CH:16][CH:17]=[C:18]([F:21])[CH:19]=3)[C:14]([CH2:22][C:23]([O:25]CC)=[O:24])=[N:13]2)=[CH:9][CH:8]=1)=[O:5].O.[OH-].[Li+].O.Cl, predict the reaction product.